This data is from Full USPTO retrosynthesis dataset with 1.9M reactions from patents (1976-2016). The task is: Predict the reactants needed to synthesize the given product. Given the product [C:26]([C:30]1[CH:31]=[C:32]([NH:71][S:72]([CH3:75])(=[O:73])=[O:74])[C:33]([O:69][CH3:70])=[C:34]([NH:36][C:37](=[O:68])[NH:38][C:39]2[C:48]3[C:47](=[CH:46][CH:45]=[CH:44][CH:43]=3)[C:42]([O:49][C:50]3[CH:55]=[CH:54][N:53]=[C:52]([NH:56][C:57]4[CH:65]=[CH:64][C:60]([C:61]([NH:77][CH2:78][CH2:79][CH2:80][CH2:81][CH2:82][CH2:83][C:84]([O:86][CH3:87])=[O:85])=[O:62])=[C:59]([O:66][CH3:67])[CH:58]=4)[CH:51]=3)=[CH:41][CH:40]=2)[CH:35]=1)([CH3:29])([CH3:28])[CH3:27], predict the reactants needed to synthesize it. The reactants are: CN(C(ON1N=NC2C=CC=NC1=2)=[N+](C)C)C.F[P-](F)(F)(F)(F)F.Cl.[C:26]([C:30]1[CH:31]=[C:32]([NH:71][S:72]([CH3:75])(=[O:74])=[O:73])[C:33]([O:69][CH3:70])=[C:34]([NH:36][C:37](=[O:68])[NH:38][C:39]2[C:48]3[C:43](=[CH:44][CH:45]=[CH:46][CH:47]=3)[C:42]([O:49][C:50]3[CH:55]=[CH:54][N:53]=[C:52]([NH:56][C:57]4[CH:65]=[CH:64][C:60]([C:61](O)=[O:62])=[C:59]([O:66][CH3:67])[CH:58]=4)[CH:51]=3)=[CH:41][CH:40]=2)[CH:35]=1)([CH3:29])([CH3:28])[CH3:27].Cl.[NH2:77][CH2:78][CH2:79][CH2:80][CH2:81][CH2:82][CH2:83][C:84]([O:86][CH3:87])=[O:85].CCN(C(C)C)C(C)C.